Dataset: Reaction yield outcomes from USPTO patents with 853,638 reactions. Task: Predict the reaction yield, written as a fraction of the theoretical maximum amount of product (1.0 means a 100% yield; for example, 0.34 means a 34% yield). The reactants are [CH3:1][O:2][C:3]([CH:5]1[CH2:9][CH:8]([CH2:10][O:11][CH3:12])[CH2:7][N:6]1[C:13]([O:15][C:16]([CH3:19])([CH3:18])[CH3:17])=[O:14])=[O:4].[Li+].[OH-].Cl.BrC[C:25]([C:27]1[CH:32]=[CH:31][C:30]([Br:33])=[CH:29][CH:28]=1)=[O:26].C(N(CC)CC)C. The catalyst is CO. The product is [C:16]([O:15][C:13]([N:6]1[CH2:7][CH:8]([CH2:10][O:11][CH3:12])[CH2:9][CH:5]1[C:3]([O:2][CH2:1][C:25]([C:27]1[CH:32]=[CH:31][C:30]([Br:33])=[CH:29][CH:28]=1)=[O:26])=[O:4])=[O:14])([CH3:19])([CH3:18])[CH3:17]. The yield is 0.970.